Dataset: NCI-60 drug combinations with 297,098 pairs across 59 cell lines. Task: Regression. Given two drug SMILES strings and cell line genomic features, predict the synergy score measuring deviation from expected non-interaction effect. (1) Drug 1: COC1=CC(=CC(=C1O)OC)C2C3C(COC3=O)C(C4=CC5=C(C=C24)OCO5)OC6C(C(C7C(O6)COC(O7)C8=CC=CS8)O)O. Drug 2: C1=NC2=C(N1)C(=S)N=C(N2)N. Cell line: NCI-H460. Synergy scores: CSS=53.7, Synergy_ZIP=-5.71, Synergy_Bliss=-6.91, Synergy_Loewe=-2.97, Synergy_HSA=-0.686. (2) Drug 2: CCN(CC)CCNC(=O)C1=C(NC(=C1C)C=C2C3=C(C=CC(=C3)F)NC2=O)C. Cell line: DU-145. Synergy scores: CSS=0.270, Synergy_ZIP=0.578, Synergy_Bliss=-0.312, Synergy_Loewe=-5.31, Synergy_HSA=-4.98. Drug 1: CCC(=C(C1=CC=CC=C1)C2=CC=C(C=C2)OCCN(C)C)C3=CC=CC=C3.C(C(=O)O)C(CC(=O)O)(C(=O)O)O.